This data is from Forward reaction prediction with 1.9M reactions from USPTO patents (1976-2016). The task is: Predict the product of the given reaction. (1) Given the reactants [NH2:1][C:2]1[C:6]2[CH2:7][N:8]([C:11]([O:13][C:14]([CH3:17])([CH3:16])[CH3:15])=[O:12])[CH2:9][CH2:10][C:5]=2[NH:4][N:3]=1.Br[CH2:19][CH2:20][CH2:21][CH2:22]Br.C([O-])([O-])=O.[Cs+].[Cs+], predict the reaction product. The product is: [C:14]([O:13][C:11]([N:8]1[CH2:9][CH2:10][C:5]2[NH:4][N:3]=[C:2]([N:1]3[CH2:22][CH2:21][CH2:20][CH2:19]3)[C:6]=2[CH2:7]1)=[O:12])([CH3:17])([CH3:16])[CH3:15]. (2) Given the reactants O1[C:5]2([CH2:10][CH2:9][C:8]([C:11]3[C:19]4[C:14](=[CH:15][CH:16]=[C:17]([F:20])[CH:18]=4)[NH:13][CH:12]=3)=[CH:7][CH2:6]2)OCC1.[CH3:21][O:22][C:23]1[CH:28]=[CH:27][CH:26]=[CH:25][C:24]=1[N:29]1[CH2:34][CH2:33][N:32](C2CCC(=O)CC2)[CH2:31][CH2:30]1, predict the reaction product. The product is: [F:20][C:17]1[CH:18]=[C:19]2[C:14](=[CH:15][CH:16]=1)[NH:13][CH:12]=[C:11]2[C:8]1[CH2:9][CH2:10][CH:5]([N:32]2[CH2:31][CH2:30][N:29]([C:24]3[CH:25]=[CH:26][CH:27]=[CH:28][C:23]=3[O:22][CH3:21])[CH2:34][CH2:33]2)[CH2:6][CH:7]=1. (3) Given the reactants [C:1]([O:5][C:6]([N:8]([CH2:10][C:11]1[C:19]2[O:18][N:17]=[C:16]([CH2:20][CH2:21][CH:22]3[CH2:27][CH2:26][N:25]([C:28]4[N:29]=[N:30][C:31](Cl)=[CH:32][CH:33]=4)[CH2:24][CH2:23]3)[C:15]=2[CH:14]=[CH:13][C:12]=1[O:35][CH2:36][CH:37]1[CH2:39][CH2:38]1)[CH3:9])=[O:7])([CH3:4])([CH3:3])[CH3:2].C1(P(C2C=CC=CC=2)C2C=CC=CC=2)C=CC=CC=1.[Cl-].[Na+].N, predict the reaction product. The product is: [C:1]([O:5][C:6]([N:8]([CH2:10][C:11]1[C:19]2[O:18][N:17]=[C:16]([CH2:20][CH2:21][CH:22]3[CH2:27][CH2:26][N:25]([C:28]4[N:29]=[N:30][CH:31]=[CH:32][CH:33]=4)[CH2:24][CH2:23]3)[C:15]=2[CH:14]=[CH:13][C:12]=1[O:35][CH2:36][CH:37]1[CH2:38][CH2:39]1)[CH3:9])=[O:7])([CH3:4])([CH3:2])[CH3:3]. (4) Given the reactants [CH3:1][C:2]1[CH:7]=[CH:6][C:5]([S:8]([O:11][CH2:12][CH:13]([OH:16])[CH2:14][Cl:15])(=[O:10])=[O:9])=[CH:4][CH:3]=1.N1C=CN=C1.[C:22]([Si:26](Cl)([CH3:28])[CH3:27])([CH3:25])([CH3:24])[CH3:23].C(=O)([O-])O.[Na+], predict the reaction product. The product is: [CH3:1][C:2]1[CH:7]=[CH:6][C:5]([S:8]([O:11][CH2:12][CH:13]([O:16][Si:26]([C:22]([CH3:25])([CH3:24])[CH3:23])([CH3:28])[CH3:27])[CH2:14][Cl:15])(=[O:10])=[O:9])=[CH:4][CH:3]=1.